Dataset: Forward reaction prediction with 1.9M reactions from USPTO patents (1976-2016). Task: Predict the product of the given reaction. (1) Given the reactants N([O:3][C:4](C)(C)[CH3:5])=O.ON1C(=O)C2=CC=CC=C2C1=O.C1(=NO)CCCCC1.[N+](C1CCCCC1)([O-])=O.[C:37]1(=[O:43])[CH2:42][CH2:41][CH2:40][CH2:39][CH2:38]1, predict the reaction product. The product is: [C:4]([O:43][CH:37]1[CH2:42][CH2:41][CH2:40][CH2:39][CH2:38]1)(=[O:3])[CH3:5]. (2) Given the reactants [Si:1]([O:8][CH2:9][C:10]([CH2:27][O:28][Si:29]([C:32]([CH3:35])([CH3:34])[CH3:33])([CH3:31])[CH3:30])([CH2:17][CH:18]=[CH:19][C:20]1[CH:25]=[CH:24][CH:23]=[CH:22][C:21]=1[Cl:26])[CH2:11][C:12]#[C:13][C:14](=[O:16])[CH3:15])([C:4]([CH3:7])([CH3:6])[CH3:5])([CH3:3])[CH3:2].CCOCC.CCCCCC, predict the reaction product. The product is: [Si:1]([O:8][CH2:9][C:10]1([CH2:27][O:28][Si:29]([C:32]([CH3:35])([CH3:34])[CH3:33])([CH3:31])[CH3:30])[CH2:17][C:18]2=[CH:19][C:20]3[C:25]([C:13]([C:14](=[O:16])[CH3:15])=[C:12]2[CH2:11]1)=[CH:24][CH:23]=[CH:22][C:21]=3[Cl:26])([C:4]([CH3:5])([CH3:7])[CH3:6])([CH3:3])[CH3:2]. (3) Given the reactants [O:1]1[CH2:5][CH2:4][O:3][CH:2]1[CH2:6][C:7]1[CH:15]=[CH:14][C:10]([C:11](O)=O)=[CH:9][CH:8]=1.C(N1C=CN=C1)(N1C=CN=C1)=O.Cl.Cl.[NH2:30][C:31]1[C:39]([NH2:40])=[CH:38][CH:37]=[CH:36][C:32]=1[C:33]([NH2:35])=[O:34], predict the reaction product. The product is: [O:1]1[CH2:5][CH2:4][O:3][CH:2]1[CH2:6][C:7]1[CH:15]=[CH:14][C:10]([C:11]2[NH:40][C:39]3[CH:38]=[CH:37][CH:36]=[C:32]([C:33]([NH2:35])=[O:34])[C:31]=3[N:30]=2)=[CH:9][CH:8]=1. (4) Given the reactants [CH3:1][CH:2]([C:4]1[N:8]([CH2:9][CH2:10][C@@H:11]([OH:19])[CH2:12][C@@H:13]([OH:18])[CH2:14][C:15]([O-:17])=[O:16])[C:7]([C:20]2[CH:21]=[CH:22][C:23]([F:26])=[CH:24][CH:25]=2)=[C:6]([C:27]2[CH:28]=[CH:29][CH:30]=[CH:31][CH:32]=2)[C:5]=1[C:33]([NH:35][C:36]1[CH:37]=[CH:38][CH:39]=[CH:40][CH:41]=1)=[O:34])[CH3:3].[CH3:3][CH:2]([C:4]1[N:8]([CH2:9][CH2:10][C@@H:11]([OH:19])[CH2:12][C@@H:13]([OH:18])[CH2:14][C:15]([O-:17])=[O:16])[C:7]([C:20]2[CH:25]=[CH:24][C:23]([F:26])=[CH:22][CH:21]=2)=[C:6]([C:27]2[CH:32]=[CH:31][CH:30]=[CH:29][CH:28]=2)[C:5]=1[C:33]([NH:35][C:36]1[CH:41]=[CH:40][CH:39]=[CH:38][CH:37]=1)=[O:34])[CH3:1].[Ca+2].OC1O[C@H](CO)[C@@H](O[C@@H]2O[C@H](CO)[C@H](O)[C@H](O)[C@H]2O)[C@H](O)[C@H]1O, predict the reaction product. The product is: [CH3:3][CH:2]([C:4]1[N:8]([CH2:9][CH2:10][C@@H:11]([OH:19])[CH2:12][C@@H:13]([OH:18])[CH2:14][C:15]([OH:17])=[O:16])[C:7]([C:20]2[CH:25]=[CH:24][C:23]([F:26])=[CH:22][CH:21]=2)=[C:6]([C:27]2[CH:32]=[CH:31][CH:30]=[CH:29][CH:28]=2)[C:5]=1[C:33]([NH:35][C:36]1[CH:41]=[CH:40][CH:39]=[CH:38][CH:37]=1)=[O:34])[CH3:1]. (5) Given the reactants [CH2:1]([O:3][C:4](=[O:25])[CH2:5][N:6]1[C:14]2[C:9](=[C:10]([O:15][C:16]3[CH:21]=[CH:20][C:19]([N+:22]([O-])=O)=[CH:18][N:17]=3)[CH:11]=[CH:12][CH:13]=2)[CH:8]=[CH:7]1)[CH3:2], predict the reaction product. The product is: [CH2:1]([O:3][C:4](=[O:25])[CH2:5][N:6]1[C:14]2[C:9](=[C:10]([O:15][C:16]3[CH:21]=[CH:20][C:19]([NH2:22])=[CH:18][N:17]=3)[CH:11]=[CH:12][CH:13]=2)[CH:8]=[CH:7]1)[CH3:2]. (6) Given the reactants C[O:2][C:3]1[CH:20]=[C:19]2[C:6]([C@@:7]3([CH3:24])[C@H:16]([CH2:17][S:18]2)[C@:15]2([CH3:21])[C@H:10]([C:11]([CH3:23])([CH3:22])[CH2:12][CH2:13][CH2:14]2)[CH2:9][CH2:8]3)=[CH:5][CH:4]=1.B(Br)(Br)Br, predict the reaction product. The product is: [CH3:24][C@@:7]12[CH2:8][CH2:9][C@@H:10]3[C@:15]([CH3:21])([CH2:14][CH2:13][CH2:12][C:11]3([CH3:23])[CH3:22])[C@H:16]1[CH2:17][S:18][C:19]1[C:6]2=[CH:5][CH:4]=[C:3]([OH:2])[CH:20]=1.